This data is from Full USPTO retrosynthesis dataset with 1.9M reactions from patents (1976-2016). The task is: Predict the reactants needed to synthesize the given product. (1) Given the product [C:49]([C:48]1[CH:51]=[C:52]([C:55]2[O:59][N:58]=[C:57]([C:60]3[CH:70]=[CH:69][C:63]4[CH2:64][CH2:65][N:66]([C:10](=[O:12])[CH2:9][NH:8][C:1](=[O:2])[O:3][C:4]([CH3:5])([CH3:6])[CH3:7])[CH2:67][CH2:68][C:62]=4[C:61]=3[CH3:71])[N:56]=2)[CH:53]=[CH:54][C:47]=1[O:46][CH:44]([CH3:45])[CH3:43])#[N:50], predict the reactants needed to synthesize it. The reactants are: [C:1]([NH:8][CH2:9][C:10]([OH:12])=O)([O:3][C:4]([CH3:7])([CH3:6])[CH3:5])=[O:2].C(N1CCOCC1)C.O.OC1C2N=NNC=2C=CC=1.C(Cl)CCl.FC(F)(F)C(O)=O.[CH3:43][CH:44]([O:46][C:47]1[CH:54]=[CH:53][C:52]([C:55]2[O:59][N:58]=[C:57]([C:60]3[CH:70]=[CH:69][C:63]4[CH2:64][CH2:65][NH:66][CH2:67][CH2:68][C:62]=4[C:61]=3[CH3:71])[N:56]=2)=[CH:51][C:48]=1[C:49]#[N:50])[CH3:45]. (2) Given the product [Cl:35][C:30]1[CH:31]=[CH:32][CH:33]=[CH:34][C:29]=1[C:28]1[C:24]2[N:23]=[CH:12][N:7]([C:1]3[CH:6]=[CH:5][C:4]([Cl:50])=[CH:3][CH:2]=3)[C:36](=[O:38])[C:25]=2[S:26][CH:27]=1, predict the reactants needed to synthesize it. The reactants are: [C:1]1([N:7]2[C:12](=O)C3SC=C(C4C=CC=CC=4)C=3N=C2)[CH:6]=[CH:5][CH:4]=[CH:3][CH:2]=1.[NH2:23][C:24]1[C:28]([C:29]2[CH:34]=[CH:33][CH:32]=[CH:31][C:30]=2[Cl:35])=[CH:27][S:26][C:25]=1[C:36]([O:38]C)=O.C(OCC)(OCC)OCC.[Cl:50]C1C=CC(N)=CC=1. (3) Given the product [F:30][C:5]1[CH:6]=[CH:7][C:8]([C:10]2[N:15]=[C:14]3[N:16]([CH2:19][C:20]4[CH:21]=[C:22]5[C:27](=[CH:28][CH:29]=4)[N:26]=[CH:25][CH:24]=[CH:23]5)[N:17]=[N:18][C:13]3=[CH:12][CH:11]=2)=[CH:9][C:4]=1[C:3]([OH:31])=[O:2], predict the reactants needed to synthesize it. The reactants are: C[O:2][C:3](=[O:31])[C:4]1[CH:9]=[C:8]([C:10]2[N:15]=[C:14]3[N:16]([CH2:19][C:20]4[CH:21]=[C:22]5[C:27](=[CH:28][CH:29]=4)[N:26]=[CH:25][CH:24]=[CH:23]5)[N:17]=[N:18][C:13]3=[CH:12][CH:11]=2)[CH:7]=[CH:6][C:5]=1[F:30].[OH-].[Li+].C1COCC1.Cl. (4) Given the product [Cl:1][C:2]1[CH:7]=[CH:6][C:5]([S:8]([N:11]2[C:17]3[CH:18]=[CH:19][CH:20]=[CH:21][C:16]=3[CH2:15][CH2:14][CH2:13][CH2:12]2)(=[O:10])=[O:9])=[CH:4][C:3]=1[N:22]1[C:26]2=[N:27][C:28]([C:32]3[NH:39][N:38]=[N:37][N:33]=3)=[CH:29][C:30]([CH3:31])=[C:25]2[NH:24][C:23]1=[O:34], predict the reactants needed to synthesize it. The reactants are: [Cl:1][C:2]1[CH:7]=[CH:6][C:5]([S:8]([N:11]2[C:17]3[CH:18]=[CH:19][CH:20]=[CH:21][C:16]=3[CH2:15][CH2:14][CH2:13][CH2:12]2)(=[O:10])=[O:9])=[CH:4][C:3]=1[N:22]1[C:26]2=[N:27][C:28]([C:32]#[N:33])=[CH:29][C:30]([CH3:31])=[C:25]2[NH:24][C:23]1=[O:34].[Cl-].[NH4+].[N-:37]=[N+:38]=[N-:39].[Na+].O. (5) Given the product [Cl:6][C:7]1[CH:12]=[CH:11][C:10]([S:13]([CH:16]([C:17]2[CH:22]=[C:21]([F:23])[CH:20]=[CH:19][C:18]=2[F:24])[C:25]([C:26]2[CH:31]=[CH:30][CH:29]=[CH:28][CH:27]=2)=[O:32])(=[O:15])=[O:14])=[CH:9][CH:8]=1, predict the reactants needed to synthesize it. The reactants are: C([Li])CCC.[Cl:6][C:7]1[CH:12]=[CH:11][C:10]([S:13]([CH2:16][C:17]2[CH:22]=[C:21]([F:23])[CH:20]=[CH:19][C:18]=2[F:24])(=[O:15])=[O:14])=[CH:9][CH:8]=1.[C:25](Cl)(=[O:32])[C:26]1[CH:31]=[CH:30][CH:29]=[CH:28][CH:27]=1.Cl.